This data is from Forward reaction prediction with 1.9M reactions from USPTO patents (1976-2016). The task is: Predict the product of the given reaction. (1) Given the reactants O[C:2]1[CH:3]=[N:4][CH:5]=[CH:6][C:7]=1[NH:8][C:9]([C:11]1[S:12][C:13]([N+:16]([O-:18])=[O:17])=[CH:14][CH:15]=1)=[O:10].O=P12OP3(OP(OP(O3)(O1)=O)(=O)O2)=O.CC1C=CC(C)=CC=1, predict the reaction product. The product is: [N+:16]([C:13]1[S:12][C:11]([C:9]2[O:10][C:2]3[CH:3]=[N:4][CH:5]=[CH:6][C:7]=3[N:8]=2)=[CH:15][CH:14]=1)([O-:18])=[O:17]. (2) Given the reactants [CH3:1][C:2]1[CH:7]=[C:6]([CH3:8])[CH:5]=[CH:4][C:3]=1[N:9]([C:18]1[CH:23]=[CH:22][CH:21]=[CH:20][CH:19]=1)[C:10]1[CH:15]=[CH:14][C:13]([CH3:16])=[CH:12][C:11]=1[CH3:17].C1C(=O)N([Br:31])C(=O)C1, predict the reaction product. The product is: [Br:31][C:21]1[CH:22]=[CH:23][C:18]([N:9]([C:3]2[CH:4]=[CH:5][C:6]([CH3:8])=[CH:7][C:2]=2[CH3:1])[C:10]2[CH:15]=[CH:14][C:13]([CH3:16])=[CH:12][C:11]=2[CH3:17])=[CH:19][CH:20]=1. (3) Given the reactants [CH2:1]([S:3]([C:6]1[CH:33]=[CH:32][C:9]([O:10][C:11]2[C:12]([CH:26]([OH:31])[C:27](OC)=[O:28])=[CH:13][C:14]3[N:18]=[C:17]([C:19]4[CH:24]=[CH:23][CH:22]=[CH:21][N:20]=4)[NH:16][C:15]=3[CH:25]=2)=[CH:8][CH:7]=1)(=[O:5])=[O:4])[CH3:2].[H-].[Al+3].[Li+].[H-].[H-].[H-], predict the reaction product. The product is: [CH2:1]([S:3]([C:6]1[CH:33]=[CH:32][C:9]([O:10][C:11]2[C:12]([CH:26]([OH:31])[CH2:27][OH:28])=[CH:13][C:14]3[N:18]=[C:17]([C:19]4[CH:24]=[CH:23][CH:22]=[CH:21][N:20]=4)[NH:16][C:15]=3[CH:25]=2)=[CH:8][CH:7]=1)(=[O:4])=[O:5])[CH3:2]. (4) Given the reactants C(OC([N:8]([CH2:39][C:40]([O:42]C(C)(C)C)=[O:41])[C:9]1[CH:14]=[CH:13][CH:12]=[C:11]([CH:15]([CH2:26][C:27]2[S:28][C:29]([C:32]([CH3:38])([CH3:37])[CH2:33][CH2:34][CH2:35][CH3:36])=[CH:30][CH:31]=2)[NH:16][S:17]([C:20]2[CH:25]=[CH:24][CH:23]=[CH:22][N:21]=2)(=[O:19])=[O:18])[N:10]=1)=O)(C)(C)C.FC(F)(F)C(O)=O, predict the reaction product. The product is: [CH3:38][C:32]([C:29]1[S:28][C:27]([CH2:26][CH:15]([NH:16][S:17]([C:20]2[CH:25]=[CH:24][CH:23]=[CH:22][N:21]=2)(=[O:19])=[O:18])[C:11]2[N:10]=[C:9]([NH:8][CH2:39][C:40]([OH:42])=[O:41])[CH:14]=[CH:13][CH:12]=2)=[CH:31][CH:30]=1)([CH3:37])[CH2:33][CH2:34][CH2:35][CH3:36]. (5) Given the reactants [CH2:1]([N:4]1[CH2:9][CH2:8][CH2:7][CH2:6][CH:5]1[CH2:10][CH2:11]O)[CH2:2][CH3:3].CS([Cl:17])(=O)=O, predict the reaction product. The product is: [Cl:17][CH2:11][CH2:10][CH:5]1[CH2:6][CH2:7][CH2:8][CH2:9][N:4]1[CH2:1][CH2:2][CH3:3].